This data is from Full USPTO retrosynthesis dataset with 1.9M reactions from patents (1976-2016). The task is: Predict the reactants needed to synthesize the given product. (1) Given the product [F:1][C:2]1[C:3]2[CH:10]=[C:11]([C:12]([OH:14])=[O:13])[S:15][C:4]=2[C:5]([O:8][CH3:9])=[CH:6][CH:7]=1, predict the reactants needed to synthesize it. The reactants are: [F:1][C:2]1[CH:7]=[CH:6][C:5]([O:8][CH3:9])=[CH:4][C:3]=1/[CH:10]=[C:11](\[SH:15])/[C:12]([OH:14])=[O:13].II.S(S([O-])=O)([O-])(=O)=O.[Na+].[Na+].CCOCC. (2) Given the product [CH3:7][C:8]1[N:12]([CH2:13][C:14]2[CH:19]=[CH:18][CH:17]=[C:16]([O:20][CH:38]3[CH2:43][CH2:42][O:41][CH2:40][CH2:39]3)[CH:15]=2)[N:11]=[C:10]([C:21]2[O:25][N:24]=[C:23]([C:26]3[CH:31]=[CH:30][C:29]([O:32][C:33]([F:36])([F:34])[F:35])=[CH:28][CH:27]=3)[N:22]=2)[N:9]=1, predict the reactants needed to synthesize it. The reactants are: C([O-])([O-])=O.[Cs+].[Cs+].[CH3:7][C:8]1[N:12]([CH2:13][C:14]2[CH:15]=[C:16]([OH:20])[CH:17]=[CH:18][CH:19]=2)[N:11]=[C:10]([C:21]2[O:25][N:24]=[C:23]([C:26]3[CH:31]=[CH:30][C:29]([O:32][C:33]([F:36])([F:35])[F:34])=[CH:28][CH:27]=3)[N:22]=2)[N:9]=1.Br[CH:38]1[CH2:43][CH2:42][O:41][CH2:40][CH2:39]1. (3) The reactants are: [CH2:1]([C@@H:4]([C@H:12]([CH2:17][N:18]([CH2:29][C:30]1[CH:35]=[CH:34][CH:33]=[CH:32][CH:31]=1)[C:19]([O:21][CH2:22][C:23]1[CH:28]=[CH:27][CH:26]=[CH:25][CH:24]=1)=[O:20])[C:13]([O:15][CH3:16])=[O:14])[C:5]([O:7][C:8]([CH3:11])([CH3:10])[CH3:9])=[O:6])[CH:2]=C.[O:36]=[O+][O-].CSC. Given the product [CH2:29]([N:18]([CH2:17][C@@H:12]([C@H:4]([CH2:1][CH:2]=[O:36])[C:5]([O:7][C:8]([CH3:9])([CH3:10])[CH3:11])=[O:6])[C:13]([O:15][CH3:16])=[O:14])[C:19]([O:21][CH2:22][C:23]1[CH:28]=[CH:27][CH:26]=[CH:25][CH:24]=1)=[O:20])[C:30]1[CH:35]=[CH:34][CH:33]=[CH:32][CH:31]=1, predict the reactants needed to synthesize it. (4) Given the product [Cl:1][C:2]1[C:11]2[C:6](=[CH:7][C:8]([F:12])=[CH:9][CH:10]=2)[N:5]=[C:4]([C:13]2[CH:18]=[CH:17][CH:16]=[CH:15][C:14]=2[S:19]([CH3:20])(=[O:27])=[O:22])[C:3]=1[CH3:21], predict the reactants needed to synthesize it. The reactants are: [Cl:1][C:2]1[C:11]2[C:6](=[CH:7][C:8]([F:12])=[CH:9][CH:10]=2)[N:5]=[C:4]([C:13]2[CH:18]=[CH:17][CH:16]=[CH:15][C:14]=2[S:19][CH3:20])[C:3]=1[CH3:21].[OH2:22].C[N+]1([O-])CC[O:27]CC1. (5) Given the product [Cl:18][C:19]1[C:24]([CH3:25])=[CH:23][C:22]([S:26]([NH:15][C:13]2[CH:12]=[CH:11][CH:10]=[C:9]([CH2:8][O:7][CH2:6][C:5]3[CH:4]=[CH:3][C:2]([F:1])=[CH:17][CH:16]=3)[N:14]=2)(=[O:28])=[O:27])=[C:21]([CH3:30])[CH:20]=1, predict the reactants needed to synthesize it. The reactants are: [F:1][C:2]1[CH:17]=[CH:16][C:5]([CH2:6][O:7][CH2:8][C:9]2[N:14]=[C:13]([NH2:15])[CH:12]=[CH:11][CH:10]=2)=[CH:4][CH:3]=1.[Cl:18][C:19]1[C:24]([CH3:25])=[CH:23][C:22]([S:26](Cl)(=[O:28])=[O:27])=[C:21]([CH3:30])[CH:20]=1. (6) The reactants are: [NH2:1][C:2]1[CH:7]=[CH:6][C:5]([N:8]2[C:14](=[O:15])[CH2:13][C:12](=[O:16])[NH:11][C:10]3[C:17]4[C:22]([CH:23]=[CH:24][C:9]2=3)=[CH:21][CH:20]=[CH:19][CH:18]=4)=[CH:4][CH:3]=1.[I:25][C:26]1[CH:34]=[CH:33][C:29]([C:30](Cl)=[O:31])=[C:28]([O:35][CH3:36])[CH:27]=1.IC1C=CC=CC=1C(NCCN1C(=O)CC(=O)NC2C3C(C=CC1=2)=CC=CC=3)=O. Given the product [I:25][C:26]1[CH:34]=[CH:33][C:29]([C:30]([NH:1][C:2]2[CH:7]=[CH:6][C:5]([N:8]3[C:14](=[O:15])[CH2:13][C:12](=[O:16])[NH:11][C:10]4[C:17]5[C:22]([CH:23]=[CH:24][C:9]3=4)=[CH:21][CH:20]=[CH:19][CH:18]=5)=[CH:4][CH:3]=2)=[O:31])=[C:28]([O:35][CH3:36])[CH:27]=1, predict the reactants needed to synthesize it. (7) Given the product [C:6]([NH:14][C:15]1[CH:24]=[C:23]([C:25]2[S:26][CH:27]=[CH:28][N:29]=2)[CH:22]=[CH:21][C:16]=1[C:17]([OH:19])=[O:18])(=[O:13])[C:7]1[CH:8]=[CH:9][CH:10]=[CH:11][CH:12]=1, predict the reactants needed to synthesize it. The reactants are: [OH-].[Na+].C(O)C.[C:6]([NH:14][C:15]1[CH:24]=[C:23]([C:25]2[S:26][CH:27]=[CH:28][N:29]=2)[CH:22]=[CH:21][C:16]=1[C:17]([O:19]C)=[O:18])(=[O:13])[C:7]1[CH:12]=[CH:11][CH:10]=[CH:9][CH:8]=1.Cl. (8) Given the product [N+:15]([C:12]1[CH:13]=[CH:14][C:9]([N:8]2[CH2:2][CH2:3][CH2:4][NH:5][C:6]2=[O:7])=[CH:10][CH:11]=1)([O-:17])=[O:16], predict the reactants needed to synthesize it. The reactants are: Cl[CH2:2][CH2:3][CH2:4][NH:5][C:6]([NH:8][C:9]1[CH:14]=[CH:13][C:12]([N+:15]([O-:17])=[O:16])=[CH:11][CH:10]=1)=[O:7].CC(C)([O-])C.[K+].